Dataset: Cav3 T-type calcium channel HTS with 100,875 compounds. Task: Binary Classification. Given a drug SMILES string, predict its activity (active/inactive) in a high-throughput screening assay against a specified biological target. (1) The molecule is O1CCN(CCC(c2c3oc(=O)cc(c3c(OC)cc2OC)C)c2cc(OC)c(OC)c(OC)c2)CC1. The result is 0 (inactive). (2) The molecule is O=C1N(CC(C1)C(=O)NCc1ccc(cc1)C)c1ccc(OCC(=O)N2CCCC2)cc1. The result is 0 (inactive). (3) The molecule is S(=O)(=O)(N1C(CCC1)C(O)=O)c1sccc1. The result is 0 (inactive). (4) The molecule is s1c(C(=O)Nc2ccc(NC(=O)c3occc3)cc2)ccc1. The result is 0 (inactive). (5) The compound is O=C1N(CCCN1)Cc1ccc(cc1)C. The result is 0 (inactive). (6) The molecule is Clc1ccc(C(=O)c2oc3c(c2CC)cc2c(oc(=O)cc2C)c3C)cc1. The result is 0 (inactive). (7) The molecule is Fc1ccc(c2n(c(NCc3ccc(F)cc3)nc2)C)cc1. The result is 0 (inactive). (8) The molecule is Clc1cc(S(=O)(=O)NC2CCCCC2)ccc1OCC(=O)N1CCN(CC1)c1ccccc1. The result is 0 (inactive).